This data is from Forward reaction prediction with 1.9M reactions from USPTO patents (1976-2016). The task is: Predict the product of the given reaction. (1) The product is: [C:4]1([N:7]2[CH2:8][CH2:9][N:10]([C:23]([O:25][C:26]3[CH:27]=[CH:28][C:29]([N+:32]([O-:34])=[O:33])=[CH:30][CH:31]=3)=[O:24])[CH2:11][CH2:12]2)[CH:3]=[CH:2][CH:1]=[CH:6][CH:5]=1. Given the reactants [CH:1]1[CH:2]=[CH:3][C:4]([N:7]2[CH2:12][CH2:11][NH:10][CH2:9][CH2:8]2)=[CH:5][CH:6]=1.CCN(C(C)C)C(C)C.Cl[C:23]([O:25][C:26]1[CH:31]=[CH:30][C:29]([N+:32]([O-:34])=[O:33])=[CH:28][CH:27]=1)=[O:24], predict the reaction product. (2) The product is: [OH:18][CH2:17][CH2:16][NH:23][CH2:22][C:20]([NH:1][C:2]1[CH:3]=[N:4][CH:5]=[CH:6][CH:7]=1)=[O:21]. Given the reactants [NH2:1][C:2]1[CH:3]=[N:4][CH:5]=[CH:6][CH:7]=1.C(N(CC)CC)C.Cl[CH2:16][C:17](Cl)=[O:18].[CH2:20]([CH2:22][NH2:23])[OH:21], predict the reaction product. (3) Given the reactants [CH3:1][C:2]1[N:7]=[CH:6][C:5]([CH2:8][CH2:9][C:10](OCC)=[O:11])=[CH:4][CH:3]=1.[H-].[H-].[H-].[H-].[Li+].[Al+3], predict the reaction product. The product is: [CH3:1][C:2]1[N:7]=[CH:6][C:5]([CH2:8][CH2:9][CH2:10][OH:11])=[CH:4][CH:3]=1. (4) The product is: [C:1]([O:5][C:6]([N:8]1[C@@H:12]([CH2:13][CH2:14][C:15]2[CH:16]=[CH:17][C:18]([NH:21][C:25]3[CH:30]=[CH:29][C:28]([C:31]([F:34])([F:33])[F:32])=[CH:27][N:26]=3)=[CH:19][CH:20]=2)[CH2:11][O:10][C:9]1([CH3:23])[CH3:22])=[O:7])([CH3:4])([CH3:2])[CH3:3]. Given the reactants [C:1]([O:5][C:6]([N:8]1[C@@H:12]([CH2:13][CH2:14][C:15]2[CH:20]=[CH:19][C:18]([NH2:21])=[CH:17][CH:16]=2)[CH2:11][O:10][C:9]1([CH3:23])[CH3:22])=[O:7])([CH3:4])([CH3:3])[CH3:2].Cl[C:25]1[CH:30]=[CH:29][C:28]([C:31]([F:34])([F:33])[F:32])=[CH:27][N:26]=1.C(=O)([O-])[O-].[K+].[K+], predict the reaction product. (5) Given the reactants C(N1CCC(C(O)=O)CC1)(OC(C)(C)C)=O.[Cl-].[CH3:18][N:19]([CH3:33])[CH:20]1[CH2:24][CH2:23][N:22]([C:25]2[CH:30]=[CH:29][C:28](NC)=[CH:27][CH:26]=2)[CH2:21]1.CN(C)C1CCN(C2C=C[C:44]([NH:47][C:48]([CH:50]3[CH2:55][CH2:54][N:53]([C:56]([O:58][C:59]([CH3:62])([CH3:61])[CH3:60])=[O:57])[CH2:52][CH2:51]3)=[O:49])=CC=2)C1, predict the reaction product. The product is: [CH3:33][N:19]([CH3:18])[CH:20]1[CH2:24][CH2:23][N:22]([C:25]2[CH:26]=[CH:27][C:28]([CH2:44][NH:47][C:48]([CH:50]3[CH2:51][CH2:52][N:53]([C:56]([O:58][C:59]([CH3:62])([CH3:61])[CH3:60])=[O:57])[CH2:54][CH2:55]3)=[O:49])=[CH:29][CH:30]=2)[CH2:21]1. (6) Given the reactants [CH2:1]([O:8][C:9]1[C:14]([N+:15]([O-:17])=[O:16])=[C:13](Cl)[CH:12]=[CH:11][N:10]=1)[C:2]1[CH:7]=[CH:6][CH:5]=[CH:4][CH:3]=1.C([O-])([O-])=O.[Na+].[Na+].[CH3:25][O:26][C:27]1[CH:32]=[CH:31][C:30](B(O)O)=[C:29]([CH3:36])[CH:28]=1.CCOC(C)=O, predict the reaction product. The product is: [CH2:1]([O:8][CH:9]1[CH:14]([N+:15]([O-:17])=[O:16])[C:13]([C:30]2[CH:31]=[CH:32][C:27]([O:26][CH3:25])=[CH:28][C:29]=2[CH3:36])=[CH:12][CH:11]=[N:10]1)[C:2]1[CH:7]=[CH:6][CH:5]=[CH:4][CH:3]=1. (7) Given the reactants [OH:1]/[N:2]=[C:3](\[NH2:12])/[C:4]1[CH:9]=[CH:8][CH:7]=[C:6]([O:10][CH3:11])[CH:5]=1.[Cl:13][C:14]1[CH:19]=[CH:18][CH:17]=[CH:16][C:15]=1[C:20]1[C:24]([C:25](Cl)=[O:26])=[C:23]([CH3:28])[O:22][N:21]=1.C(N(C(C)C)CC)(C)C, predict the reaction product. The product is: [Cl:13][C:14]1[CH:19]=[CH:18][CH:17]=[CH:16][C:15]=1[C:20]1[C:24]([C:25]([O:1]/[N:2]=[C:3](\[NH2:12])/[C:4]2[CH:9]=[CH:8][CH:7]=[C:6]([O:10][CH3:11])[CH:5]=2)=[O:26])=[C:23]([CH3:28])[O:22][N:21]=1. (8) Given the reactants [Cl:1][C:2]1[N:7]=[CH:6][C:5]([CH2:8][C:9]([O:11]C(C)(C)C)=O)=[CH:4][C:3]=1[S:16]([CH3:19])(=[O:18])=[O:17].C(O)(C(F)(F)F)=O.[NH2:27][C:28]1[N:33]=[CH:32][C:31]([N:34]2[CH2:39][CH2:38][N:37]([C:40](=[O:42])[CH3:41])[CH2:36][CH2:35]2)=[CH:30][CH:29]=1.CCN(C(C)C)C(C)C.F[P-](F)(F)(F)(F)F.N1(OC(N(C)C)=[N+](C)C)C2N=CC=CC=2N=N1, predict the reaction product. The product is: [C:40]([N:37]1[CH2:36][CH2:35][N:34]([C:31]2[CH:30]=[CH:29][C:28]([NH:27][C:9](=[O:11])[CH2:8][C:5]3[CH:6]=[N:7][C:2]([Cl:1])=[C:3]([S:16]([CH3:19])(=[O:17])=[O:18])[CH:4]=3)=[N:33][CH:32]=2)[CH2:39][CH2:38]1)(=[O:42])[CH3:41]. (9) Given the reactants [F:1][C:2]([F:32])([F:31])[S:3]([O:6][C:7]1[CH:12]=[CH:11][C:10]([C:13]2[N:14]=[N:15][C:16]([O:19][CH:20]3[CH2:25][C:24]([CH3:27])([CH3:26])[NH:23][C:22]([CH3:29])([CH3:28])[CH2:21]3)=[CH:17][CH:18]=2)=[C:9]([F:30])[CH:8]=1)(=[O:5])=[O:4].C(O)(=[O:35])C, predict the reaction product. The product is: [F:32][C:2]([F:1])([F:31])[S:3]([O:6][C:7]1[CH:12]=[C:11]([OH:35])[C:10]([C:13]2[N:14]=[N:15][C:16]([O:19][CH:20]3[CH2:25][C:24]([CH3:26])([CH3:27])[NH:23][C:22]([CH3:28])([CH3:29])[CH2:21]3)=[CH:17][CH:18]=2)=[C:9]([F:30])[CH:8]=1)(=[O:4])=[O:5]. (10) Given the reactants C1(C)C=CC(S([O-])(=O)=O)=CC=1.[NH+]1C=CC=CC=1.[CH3:18][O:19][CH2:20][O:21][CH2:22][CH:23]1[CH2:31][CH2:30][CH2:29][C:24]21OCC[O:25]2, predict the reaction product. The product is: [CH3:18][O:19][CH2:20][O:21][CH2:22][CH:23]1[CH2:31][CH2:30][CH2:29][C:24]1=[O:25].